From a dataset of Forward reaction prediction with 1.9M reactions from USPTO patents (1976-2016). Predict the product of the given reaction. (1) Given the reactants [C:1]([O:5][C:6]([N:8]1[CH2:23][C@@H:22]([CH3:24])[N:11]2[C:12]3[CH:13]=[C:14]([C:19](O)=[O:20])[CH:15]=[CH:16][C:17]=3[CH2:18][C@@H:10]2[CH2:9]1)=[O:7])([CH3:4])([CH3:3])[CH3:2].[H-].[Al+3].[Li+].[H-].[H-].[H-].O.[OH-].[Na+], predict the reaction product. The product is: [C:1]([O:5][C:6]([N:8]1[CH2:23][C@@H:22]([CH3:24])[N:11]2[C:12]3[CH:13]=[C:14]([CH2:19][OH:20])[CH:15]=[CH:16][C:17]=3[CH2:18][C@@H:10]2[CH2:9]1)=[O:7])([CH3:4])([CH3:2])[CH3:3]. (2) Given the reactants C([O:3][C:4]([C:6]1[C:7]2[CH:8]=[CH:9][C:10]([CH2:16]P(OCC)(OCC)=O)=[N:11][C:12]=2[CH:13]=[CH:14][CH:15]=1)=[O:5])C.[CH:25]([C:27]1[N:28]=[C:29]2[C:34]([N:35]3[CH2:40][CH2:39][O:38][CH2:37][CH2:36]3)=[CH:33][CH:32]=[N:31][N:30]2[C:41]=1[C:42]1[CH:49]=[CH:48][C:45]([C:46]#[N:47])=[CH:44][CH:43]=1)=O, predict the reaction product. The product is: [C:46]([C:45]1[CH:48]=[CH:49][C:42]([C:41]2[N:30]3[N:31]=[CH:32][CH:33]=[C:34]([N:35]4[CH2:40][CH2:39][O:38][CH2:37][CH2:36]4)[C:29]3=[N:28][C:27]=2/[CH:25]=[CH:16]/[C:10]2[CH:9]=[CH:8][C:7]3[C:6]([C:4]([OH:3])=[O:5])=[CH:15][CH:14]=[CH:13][C:12]=3[N:11]=2)=[CH:43][CH:44]=1)#[N:47]. (3) Given the reactants [H-].[Na+].[CH2:3]([N:10]1[C:14]2[CH:15]=[CH:16][C:17]3[N:18]([C:19]([CH3:22])=[N:20][N:21]=3)[C:13]=2[CH:12]=[C:11]1[C:23]1[NH:27][N:26]=[CH:25][CH:24]=1)[C:4]1[CH:9]=[CH:8][CH:7]=[CH:6][CH:5]=1.[CH3:28]I, predict the reaction product. The product is: [CH2:3]([N:10]1[C:14]2[CH:15]=[CH:16][C:17]3[N:18]([C:19]([CH3:22])=[N:20][N:21]=3)[C:13]=2[CH:12]=[C:11]1[C:23]1[CH:24]=[CH:25][N:26]([CH3:28])[N:27]=1)[C:4]1[CH:5]=[CH:6][CH:7]=[CH:8][CH:9]=1. (4) Given the reactants [NH2:1][C:2]1[CH:3]=[C:4]([C:9]#[C:10][C:11]2[CH:12]=[N:13][CH:14]=[C:15]([CH:18]=2)[C:16]#[N:17])[CH:5]=[CH:6][C:7]=1[F:8].CN[C:21](Cl)=[O:22].[O:24]1CCC[CH2:25]1, predict the reaction product. The product is: [CH3:25][O:24][C:21](=[O:22])[NH:1][C:2]1[CH:3]=[C:4]([C:9]#[C:10][C:11]2[CH:12]=[N:13][CH:14]=[C:15]([C:16]#[N:17])[CH:18]=2)[CH:5]=[CH:6][C:7]=1[F:8]. (5) Given the reactants [N:1]([CH2:4][CH2:5][CH2:6][C@@:7]1([C:26]2[CH:31]=[CH:30][CH:29]=[CH:28][CH:27]=2)[N:11]([C:12](=[O:17])[C@H:13]([O:15][CH3:16])[CH3:14])[N:10]=[C:9]([C:18]2[CH:23]=[C:22]([F:24])[CH:21]=[CH:20][C:19]=2[F:25])[S:8]1)=[N+]=[N-].NCCC[C@]1(C2C=CC=CC=2)N(C(=O)[C@@H](OC)C)N=C(C2C=C(F)C=CC=2F)S1.NCCC[C@@]1(C2C=CC=CC=2)N(C(=O)[C@@H](OC)C)N=C(C2C=C(F)C=CC=2F)S1, predict the reaction product. The product is: [NH2:1][CH2:4][CH2:5][CH2:6][C@@:7]1([C:26]2[CH:31]=[CH:30][CH:29]=[CH:28][CH:27]=2)[N:11]([C:12](=[O:17])[C@H:13]([O:15][CH3:16])[CH3:14])[N:10]=[C:9]([C:18]2[CH:23]=[C:22]([F:24])[CH:21]=[CH:20][C:19]=2[F:25])[S:8]1. (6) Given the reactants [CH3:1][NH:2][C:3]1[CH:8]=[CH:7][CH:6]=[CH:5][CH:4]=1.F[C:10]1[CH:17]=[CH:16][C:13]([C:14]#[N:15])=[CH:12][CH:11]=1, predict the reaction product. The product is: [NH2:15][CH2:14][C:13]1[CH:16]=[CH:17][C:10]([N:2]([CH3:1])[C:3]2[CH:8]=[CH:7][CH:6]=[CH:5][CH:4]=2)=[CH:11][CH:12]=1.